Dataset: Catalyst prediction with 721,799 reactions and 888 catalyst types from USPTO. Task: Predict which catalyst facilitates the given reaction. (1) Reactant: [C:1]([O:4][C@H:5]1[C@H:12]([O:13][C:14](=[O:16])[CH3:15])[C:9]2([CH2:11][CH2:10]2)[O:8][C@@H:7]([C:17]2[CH:22]=[CH:21][C:20]([Cl:23])=[C:19]([CH2:24][C:25]3[CH:30]=[CH:29][C:28]([OH:31])=[CH:27][CH:26]=3)[CH:18]=2)[C@@H:6]1[O:32][C:33](=[O:35])[CH3:34])(=[O:3])[CH3:2].[S:36](O[S:36]([C:39]([F:42])([F:41])[F:40])(=[O:38])=[O:37])([C:39]([F:42])([F:41])[F:40])(=[O:38])=[O:37]. Product: [C:1]([O:4][C@H:5]1[C@H:12]([O:13][C:14](=[O:16])[CH3:15])[C:9]2([CH2:10][CH2:11]2)[O:8][C@@H:7]([C:17]2[CH:22]=[CH:21][C:20]([Cl:23])=[C:19]([CH2:24][C:25]3[CH:26]=[CH:27][C:28]([O:31][S:36]([C:39]([F:42])([F:41])[F:40])(=[O:38])=[O:37])=[CH:29][CH:30]=3)[CH:18]=2)[C@@H:6]1[O:32][C:33](=[O:35])[CH3:34])(=[O:3])[CH3:2]. The catalyst class is: 17. (2) Reactant: [OH:1][C:2]1[CH:7]=[C:6]([OH:8])[CH:5]=[CH:4][C:3]=1[C:9]1[N:14]=[C:13]([C:15]2[CH:20]=[CH:19][C:18]([CH3:21])=[CH:17][CH:16]=2)[N:12]=[C:11]([C:22]2[CH:27]=[CH:26][C:25]([CH3:28])=[CH:24][CH:23]=2)[N:10]=1.C([O-])([O-])=O.[K+].[K+].Cl[CH2:36][C:37]([O:39][CH2:40][CH3:41])=[O:38]. Product: [OH:1][C:2]1[CH:7]=[C:6]([O:8][CH2:36][C:37]([O:39][CH2:40][CH3:41])=[O:38])[CH:5]=[CH:4][C:3]=1[C:9]1[N:10]=[C:11]([C:22]2[CH:23]=[CH:24][C:25]([CH3:28])=[CH:26][CH:27]=2)[N:12]=[C:13]([C:15]2[CH:20]=[CH:19][C:18]([CH3:21])=[CH:17][CH:16]=2)[N:14]=1. The catalyst class is: 131. (3) Reactant: Cl[C:2]1[C:11]2[C:6](=[CH:7][CH:8]=[CH:9][CH:10]=2)[C:5]([O:12][CH3:13])=[CH:4][N:3]=1.[F-:14].[Cs+]. Product: [F:14][C:2]1[C:11]2[C:6](=[CH:7][CH:8]=[CH:9][CH:10]=2)[C:5]([O:12][CH3:13])=[CH:4][N:3]=1. The catalyst class is: 58. (4) The catalyst class is: 12. Reactant: Br[C:2]1[C:3]([F:20])=[CH:4][CH:5]=[C:6]2[C:11]=1[N:10]=[C:9]([NH:12][C:13]1([CH3:17])[CH2:16][CH2:15][CH2:14]1)[N:8]([CH3:18])[C:7]2=[O:19].[CH3:21][C@@H:22]1[C:26]2[NH:27][C:28](B3OC(C)(C)C(C)(C)O3)=[CH:29][C:25]=2[C:24](=[O:39])[NH:23]1.P([O-])([O-])([O-])=O.[K+].[K+].[K+].O. Product: [F:20][C:3]1[C:2]([C:28]2[NH:27][C:26]3[C@@H:22]([CH3:21])[NH:23][C:24](=[O:39])[C:25]=3[CH:29]=2)=[C:11]2[C:6]([C:7](=[O:19])[N:8]([CH3:18])[C:9]([NH:12][C:13]3([CH3:17])[CH2:16][CH2:15][CH2:14]3)=[N:10]2)=[CH:5][CH:4]=1. (5) Reactant: [CH3:1][N:2]([CH2:4][CH2:5][CH:6]([O:12][C:13]1[C:22]2[C:17](=[CH:18][CH:19]=[CH:20][CH:21]=2)[CH:16]=[CH:15][CH:14]=1)[C:7]1[S:8][CH:9]=[CH:10][CH:11]=1)[CH3:3].[C:23]([C@H:26]([C@@H:28]([C:30]([O-:32])=[O:31])[OH:29])[OH:27])([O-:25])=[O:24]. Product: [CH3:1][N:2]([CH2:4][CH2:5][C@H:6]([O:12][C:13]1[C:22]2[C:17](=[CH:18][CH:19]=[CH:20][CH:21]=2)[CH:16]=[CH:15][CH:14]=1)[C:7]1[S:8][CH:9]=[CH:10][CH:11]=1)[CH3:3].[C:23]([C@H:26]([C@@H:28]([C:30]([O-:32])=[O:31])[OH:29])[OH:27])([O-:25])=[O:24]. The catalyst class is: 8. (6) Reactant: [CH2:1]([O:6][C:7]1[CH:12]=[C:11]([O:13][CH:14]([CH3:19])[C:15](O)([CH3:17])[CH3:16])[N:10]=[CH:9][N:8]=1)[C:2]#[C:3][CH2:4][CH3:5].N1C=CC=CC=1.S(Cl)(Cl)=O.O. Product: [CH2:1]([O:6][C:7]1[CH:12]=[C:11]([O:13][CH:14]([CH3:19])[C:15]([CH3:17])=[CH2:16])[N:10]=[CH:9][N:8]=1)[C:2]#[C:3][CH2:4][CH3:5]. The catalyst class is: 22. (7) Reactant: [CH:1]1(P(C2CCCCC2)C2C=CC=CC=2C2C=CC=CC=2)[CH2:6]CCC[CH2:2]1.[CH3:26]N(C)C(=O)C.[CH2:32]1[CH2:42][CH2:41][N:40]2[C:35](=[N:36][CH2:37][CH2:38][CH2:39]2)[CH2:34][CH2:33]1.[OH2:43]. Product: [CH3:26][C:38]1[CH:37]=[N:36][C:35]2[NH:40][C:41]3[C:33]([C:34]=2[CH:39]=1)=[CH:6][CH:1]=[CH:2][C:42]=3[CH2:32][OH:43]. The catalyst class is: 167.